This data is from Forward reaction prediction with 1.9M reactions from USPTO patents (1976-2016). The task is: Predict the product of the given reaction. (1) The product is: [Cl:1][C:2]1[CH:11]=[C:10]([O:12][CH3:13])[C:9]([N:14]2[C:18]([CH3:19])=[CH:17][CH:16]=[N:15]2)=[CH:8][C:3]=1[C:4]([NH2:20])=[O:5]. Given the reactants [Cl:1][C:2]1[CH:11]=[C:10]([O:12][CH3:13])[C:9]([N:14]2[C:18]([CH3:19])=[CH:17][CH:16]=[N:15]2)=[CH:8][C:3]=1[C:4](OC)=[O:5].[NH3:20], predict the reaction product. (2) Given the reactants [NH2:1][CH2:2][C@H:3]1[N:8]([C:9]([C:11]2[N:12]=[C:13]([CH3:23])[S:14][C:15]=2[C:16]2[CH:17]=[C:18]([CH3:22])[CH:19]=[CH:20][CH:21]=2)=[O:10])[CH2:7][C@@H:6]2[C@H:4]1[CH2:5]2.[N:24]1[N:28]2[CH:29]=[CH:30][CH:31]=[N:32][C:27]2=[C:26]([C:33](O)=[O:34])[CH:25]=1, predict the reaction product. The product is: [CH3:23][C:13]1[S:14][C:15]([C:16]2[CH:17]=[C:18]([CH3:22])[CH:19]=[CH:20][CH:21]=2)=[C:11]([C:9]([N:8]2[CH2:7][C@@H:6]3[C@@H:4]([CH2:5]3)[C@H:3]2[CH2:2][NH:1][C:33]([C:26]2[CH:25]=[N:24][N:28]3[CH:29]=[CH:30][CH:31]=[N:32][C:27]=23)=[O:34])=[O:10])[N:12]=1. (3) Given the reactants [C:1]1([CH:7]=[C:8]([CH3:11])[CH2:9]O)[CH:6]=[CH:5][CH:4]=[CH:3][CH:2]=1.[C:12](OC)([O:16][CH3:17])([O:14]C)[CH3:13].C(O)(=O)CC, predict the reaction product. The product is: [CH3:11][C:8](=[CH2:9])[CH:7]([C:1]1[CH:6]=[CH:5][CH:4]=[CH:3][CH:2]=1)[CH2:13][C:12]([O:16][CH3:17])=[O:14]. (4) Given the reactants [O:1]=[C:2]1[CH:11]=[CH:10][C:9]2[C:4](=[CH:5][C:6]([C:12]([F:15])([F:14])[F:13])=[N:7][CH:8]=2)[N:3]1[CH2:16][C:17]([OH:19])=O.[Br:20][C:21]1[C:22]([C:27]2[NH:31][N:30]=[CH:29][N:28]=2)=[C:23]([NH2:26])[S:24][CH:25]=1, predict the reaction product. The product is: [Br:20][C:21]1[C:22]([C:27]2[NH:31][N:30]=[CH:29][N:28]=2)=[C:23]([NH:26][C:17](=[O:19])[CH2:16][N:3]2[C:4]3[C:9](=[CH:8][N:7]=[C:6]([C:12]([F:13])([F:14])[F:15])[CH:5]=3)[CH:10]=[CH:11][C:2]2=[O:1])[S:24][CH:25]=1. (5) The product is: [CH2:9]([O:8][C:6](=[O:7])[CH2:5][C:4]1[C:11]([CH3:12])=[N:22][N:21]([C:18]2[CH:19]=[CH:20][C:15]([F:14])=[CH:16][CH:17]=2)[C:1]=1[CH3:2])[CH3:10]. Given the reactants [C:1]([CH:4]([C:11](=O)[CH3:12])[CH2:5][C:6]([O:8][CH2:9][CH3:10])=[O:7])(=O)[CH3:2].[F:14][C:15]1[CH:20]=[CH:19][C:18]([NH:21][NH2:22])=[CH:17][CH:16]=1, predict the reaction product. (6) Given the reactants C(N(CC)CC)C.[C:8](Cl)(=[O:17])[CH2:9][CH2:10][C:11]1[CH:16]=[CH:15][CH:14]=[CH:13][CH:12]=1.[CH2:19]([O:26][C:27]1[C:28]([CH3:36])=[C:29]([CH3:35])[C:30]([NH2:34])=[N:31][C:32]=1[CH3:33])[C:20]1[CH:25]=[CH:24][CH:23]=[CH:22][CH:21]=1, predict the reaction product. The product is: [CH2:19]([O:26][C:27]1[C:28]([CH3:36])=[C:29]([CH3:35])[C:30]([NH:34][C:8](=[O:17])[CH2:9][CH2:10][C:11]2[CH:16]=[CH:15][CH:14]=[CH:13][CH:12]=2)=[N:31][C:32]=1[CH3:33])[C:20]1[CH:21]=[CH:22][CH:23]=[CH:24][CH:25]=1.